Predict the product of the given reaction. From a dataset of Forward reaction prediction with 1.9M reactions from USPTO patents (1976-2016). (1) Given the reactants [CH3:1][S:2]([C:5]1[CH:6]=[CH:7][C:8]([Sn](C)(C)C)=[C:9]([C:11]([N:13]2[CH2:18][CH2:17][N:16]([C:19]3[CH:24]=[CH:23][C:22]([C:25]([F:28])([F:27])[F:26])=[CH:21][CH:20]=3)[CH2:15][CH2:14]2)=[O:12])[CH:10]=1)(=[O:4])=[O:3].I[C:34]1[S:35][CH:36]=[C:37]([CH3:39])[N:38]=1.C1([As](C2C=CC=CC=2)C2C=CC=CC=2)C=CC=CC=1, predict the reaction product. The product is: [CH3:1][S:2]([C:5]1[CH:6]=[CH:7][C:8]([C:34]2[S:35][CH:36]=[C:37]([CH3:39])[N:38]=2)=[C:9]([C:11]([N:13]2[CH2:18][CH2:17][N:16]([C:19]3[CH:24]=[CH:23][C:22]([C:25]([F:28])([F:27])[F:26])=[CH:21][CH:20]=3)[CH2:15][CH2:14]2)=[O:12])[CH:10]=1)(=[O:4])=[O:3]. (2) Given the reactants [F:1][C:2]1[CH:7]=[CH:6][C:5]([B:8]([OH:10])[OH:9])=[CH:4][C:3]=1[OH:11].O[C:13]([C:16](O)([CH3:18])[CH3:17])([CH3:15])[CH3:14], predict the reaction product. The product is: [F:1][C:2]1[CH:7]=[CH:6][C:5]([B:8]2[O:9][C:16]([CH3:18])([CH3:17])[C:13]([CH3:15])([CH3:14])[O:10]2)=[CH:4][C:3]=1[OH:11]. (3) Given the reactants C([O:4][CH2:5][C:6]1[N:10]([C@H:11]2[CH2:16][CH2:15][C@H:14]([O:17][Si:18]([C:21]([CH3:24])([CH3:23])[CH3:22])([CH3:20])[CH3:19])[CH2:13][CH2:12]2)[C:9]2[CH:25]=[C:26]([C:29]3[CH:34]=[C:33]([CH:35]4[CH2:37][CH2:36]4)[CH:32]=[C:31]([N:38]([C:47]([O:49][C:50]([CH3:53])([CH3:52])[CH3:51])=[O:48])[C:39]4[CH:44]=[C:43]([C:45]#[N:46])[CH:42]=[CH:41][N:40]=4)[N:30]=3)[CH:27]=[CH:28][C:8]=2[N:7]=1)(=O)C.C(=O)([O-])[O-].[K+].[K+], predict the reaction product. The product is: [Si:18]([O:17][C@H:14]1[CH2:15][CH2:16][C@H:11]([N:10]2[C:9]3[CH:25]=[C:26]([C:29]4[N:30]=[C:31]([N:38]([C:39]5[CH:44]=[C:43]([C:45]#[N:46])[CH:42]=[CH:41][N:40]=5)[C:47](=[O:48])[O:49][C:50]([CH3:51])([CH3:52])[CH3:53])[CH:32]=[C:33]([CH:35]5[CH2:37][CH2:36]5)[CH:34]=4)[CH:27]=[CH:28][C:8]=3[N:7]=[C:6]2[CH2:5][OH:4])[CH2:12][CH2:13]1)([C:21]([CH3:22])([CH3:23])[CH3:24])([CH3:19])[CH3:20]. (4) Given the reactants CO[C:3](=[O:12])[C:4]1[CH:9]=[CH:8][C:7]([Cl:10])=[CH:6][C:5]=1[NH2:11].C1CN([P+](Br)(N2CCCC2)N2CCCC2)CC1.F[P-](F)(F)(F)(F)F.C(N(C(C)C)CC)(C)C.CO[C:48](=O)[C:49]1[CH:54]=[CH:53][C:52](Cl)=[CH:51][C:50]=1[NH:56][C:57]([CH:59]1[CH2:64][CH2:63][CH2:62][CH2:61][N:60]1[C:65](=[O:73])[C:66]1[CH:71]=[CH:70][C:69]([CH3:72])=[CH:68][CH:67]=1)=O, predict the reaction product. The product is: [CH2:50]([N:56]1[C:3](=[O:12])[C:4]2[C:5](=[CH:6][C:7]([Cl:10])=[CH:8][CH:9]=2)[N:11]=[C:57]1[CH:59]1[CH2:64][CH2:63][CH2:62][CH2:61][N:60]1[C:65](=[O:73])[C:66]1[CH:71]=[CH:70][C:69]([CH3:72])=[CH:68][CH:67]=1)[C:49]1[CH:54]=[CH:53][CH:52]=[CH:51][CH:48]=1. (5) Given the reactants [Cl:1][C:2]1[CH:3]=[C:4]([C:10](=[O:12])[CH3:11])[CH:5]=[CH:6][C:7]=1[O:8][CH3:9].[Br:13]Br, predict the reaction product. The product is: [Br:13][CH2:11][C:10]([C:4]1[CH:5]=[CH:6][C:7]([O:8][CH3:9])=[C:2]([Cl:1])[CH:3]=1)=[O:12]. (6) Given the reactants [O:1]=[C:2]1[NH:6][N:5]=[C:4]([C:7]2[CH:12]=[CH:11][N:10]3[C:13]4[CH2:19][C@H:18]([NH:20]C(=O)OC(C)(C)C)[C@@H:17]([C:28]5[CH:33]=[C:32]([F:34])[C:31]([F:35])=[CH:30][C:29]=5[F:36])[CH2:16][C:14]=4[N:15]=[C:9]3[CH:8]=2)[NH:3]1.Cl, predict the reaction product. The product is: [NH2:20][C@@H:18]1[C@@H:17]([C:28]2[CH:33]=[C:32]([F:34])[C:31]([F:35])=[CH:30][C:29]=2[F:36])[CH2:16][C:14]2[N:15]=[C:9]3[CH:8]=[C:7]([C:4]4[NH:3][C:2](=[O:1])[NH:6][N:5]=4)[CH:12]=[CH:11][N:10]3[C:13]=2[CH2:19]1. (7) The product is: [CH3:1][C:2]1([CH:7]([CH3:11])[C:8]([NH:26][CH2:18][CH2:19][C:20]2[CH:25]=[CH:24][CH:23]=[CH:22][CH:21]=2)=[O:10])[O:3][CH2:4][CH2:5][O:6]1. Given the reactants [CH3:1][C:2]1([CH:7]([CH3:11])[C:8]([OH:10])=O)[O:6][CH2:5][CH2:4][O:3]1.C(Cl)(=O)C(Cl)=O.[CH2:18]([NH2:26])[CH2:19][C:20]1[CH:25]=[CH:24][CH:23]=[CH:22][CH:21]=1, predict the reaction product. (8) Given the reactants [Cl:1][C:2]1[CH:7]=[C:6]([Cl:8])[CH:5]=[CH:4][C:3]=1[CH2:9][C@H:10]([NH:23][C:24]([NH:26][NH:27][C:28]([C:30]1[CH:31]=[C:32]2[C:37](=[CH:38][CH:39]=1)[CH:36]=[N:35][CH:34]=[CH:33]2)=O)=[S:25])[CH2:11][N:12]1C(=O)C2C=CC=CC=2C1=O.N[C@@H](CC1C=CC(Cl)=CC=1Cl)CN1C(=O)C2C=CC=CC=2C1=O, predict the reaction product. The product is: [NH2:12][CH2:11][C@@H:10]([NH:23][C:24]1[S:25][C:28]([C:30]2[CH:31]=[C:32]3[C:37](=[CH:38][CH:39]=2)[CH:36]=[N:35][CH:34]=[CH:33]3)=[N:27][N:26]=1)[CH2:9][C:3]1[CH:4]=[CH:5][C:6]([Cl:8])=[CH:7][C:2]=1[Cl:1]. (9) The product is: [Br:1][C:2]1[CH:3]=[CH:4][C:5]([NH:12][CH2:11][CH2:10][OH:9])=[N:6][CH:7]=1. Given the reactants [Br:1][C:2]1[CH:3]=[CH:4][C:5](Cl)=[N:6][CH:7]=1.[OH:9][CH2:10][CH2:11][NH2:12], predict the reaction product.